Dataset: Reaction yield outcomes from USPTO patents with 853,638 reactions. Task: Predict the reaction yield, written as a fraction of the theoretical maximum amount of product (1.0 means a 100% yield; for example, 0.34 means a 34% yield). (1) The reactants are [NH2:1][C:2]1[C:7]([CH2:8][OH:9])=[CH:6][CH:5]=[CH:4][C:3]=1[CH2:10][OH:11].C([O-])(O)=O.[Na+].O.[C:18](Cl)(=[O:30])[O:19][CH2:20][C:21]1[CH:26]=[CH:25][CH:24]=[CH:23][C:22]=1[N+:27]([O-:29])=[O:28]. The catalyst is C1COCC1. The product is [OH:11][CH2:10][C:3]1[CH:4]=[CH:5][CH:6]=[C:7]([CH2:8][OH:9])[C:2]=1[NH:1][C:18](=[O:30])[O:19][CH2:20][C:21]1[CH:26]=[CH:25][CH:24]=[CH:23][C:22]=1[N+:27]([O-:29])=[O:28]. The yield is 0.450. (2) The reactants are Cl[C:2]1[C:3]([CH3:22])=[N:4][C:5]2[C:10]([N:11]=1)=[C:9]([C:12]1[NH:20][C:19]3[CH2:18][CH2:17][NH:16][C:15](=[O:21])[C:14]=3[CH:13]=1)[CH:8]=[CH:7][CH:6]=2.[C:23]1([CH3:32])[CH:28]=[CH:27][CH:26]=[CH:25][C:24]=1B(O)O.C([O-])([O-])=O.[Na+].[Na+].CO.C(Cl)Cl. The catalyst is O1CCOCC1.O.C1C=CC([P]([Pd]([P](C2C=CC=CC=2)(C2C=CC=CC=2)C2C=CC=CC=2)([P](C2C=CC=CC=2)(C2C=CC=CC=2)C2C=CC=CC=2)[P](C2C=CC=CC=2)(C2C=CC=CC=2)C2C=CC=CC=2)(C2C=CC=CC=2)C2C=CC=CC=2)=CC=1. The product is [CH3:22][C:3]1[C:2]([C:24]2[CH:25]=[CH:26][CH:27]=[CH:28][C:23]=2[CH3:32])=[N:11][C:10]2[C:5](=[CH:6][CH:7]=[CH:8][C:9]=2[C:12]2[NH:20][C:19]3[CH2:18][CH2:17][NH:16][C:15](=[O:21])[C:14]=3[CH:13]=2)[N:4]=1. The yield is 0.920. (3) The reactants are [C:1]([O:5][C:6]([N:8]1[CH2:13][CH2:12][CH:11]([C:14]2[N:19]=[C:18]([C:20]3[CH:28]=[CH:27][C:23]([C:24]([OH:26])=O)=[CH:22][CH:21]=3)[C:17]([C:29](=[O:31])[NH2:30])=[CH:16][CH:15]=2)[CH2:10][CH2:9]1)=[O:7])([CH3:4])([CH3:3])[CH3:2].[NH2:32][C:33]1[CH:38]=[CH:37][CH:36]=[CH:35][CH:34]=1.CN(C(ON1N=NC2C=CC=NC1=2)=[N+](C)C)C.F[P-](F)(F)(F)(F)F.CCN(C(C)C)C(C)C. The catalyst is CN(C=O)C.C(OCC)(=O)C. The product is [C:1]([O:5][C:6]([N:8]1[CH2:13][CH2:12][CH:11]([C:14]2[CH:15]=[CH:16][C:17]([C:29](=[O:31])[NH2:30])=[C:18]([C:20]3[CH:28]=[CH:27][C:23]([C:24](=[O:26])[NH:32][C:33]4[CH:38]=[CH:37][CH:36]=[CH:35][CH:34]=4)=[CH:22][CH:21]=3)[N:19]=2)[CH2:10][CH2:9]1)=[O:7])([CH3:4])([CH3:3])[CH3:2]. The yield is 0.270. (4) The reactants are [Cl:1][C:2]1[C:7]([C:8]([F:11])([F:10])[F:9])=[CH:6][CH:5]=[CH:4][C:3]=1[C:12]([N:14]1[CH2:19][CH2:18][C:17]2[C:20](I)=[N:21][N:22](C3CCCCO3)[C:16]=2[CH2:15]1)=[O:13].[F:30][C:31]1[CH:32]=[CH:33][C:34](B2OC(C)(C)C(C)(C)O2)=[N:35][CH:36]=1.C(=O)([O-])[O-].[Cs+].[Cs+].C([SiH](CC)CC)C.C(O)(C(F)(F)F)=O. The catalyst is CN(C=O)C.O.C(=O)([O-])[O-].[Na+].[Na+].[Cu](Cl)Cl.C([O-])(=O)C.[Pd+2].C([O-])(=O)C.C1(P(C2C=CC=CC=2)[C-]2C=CC=C2)C=CC=CC=1.[C-]1(P(C2C=CC=CC=2)C2C=CC=CC=2)C=CC=C1.[Fe+2]. The product is [Cl:1][C:2]1[C:7]([C:8]([F:10])([F:11])[F:9])=[CH:6][CH:5]=[CH:4][C:3]=1[C:12]([N:14]1[CH2:19][CH2:18][C:17]2=[C:20]([C:34]3[CH:33]=[CH:32][C:31]([F:30])=[CH:36][N:35]=3)[NH:21][N:22]=[C:16]2[CH2:15]1)=[O:13]. The yield is 0.0600. (5) The reactants are [CH3:1][O:2][C:3]1[CH:4]=[C:5]2[C:10](=[CH:11][C:12]=1[O:13][CH3:14])[N:9]=[CH:8][NH:7][C:6]2=O.S(Cl)([Cl:18])=O. The catalyst is CN(C=O)C. The product is [Cl:18][C:6]1[C:5]2[C:10](=[CH:11][C:12]([O:13][CH3:14])=[C:3]([O:2][CH3:1])[CH:4]=2)[N:9]=[CH:8][N:7]=1. The yield is 0.270.